From a dataset of Reaction yield outcomes from USPTO patents with 853,638 reactions. Predict the reaction yield, written as a fraction of the theoretical maximum amount of product (1.0 means a 100% yield; for example, 0.34 means a 34% yield). (1) The reactants are [OH:1][C:2]([CH3:7])([CH3:6])[C:3]([OH:5])=[O:4].Br[CH:9]([CH3:13])[C:10](Cl)=[O:11].C(N(CC)CC)C. The catalyst is CC(C)=O. The product is [CH3:13][CH:9]1[O:4][C:3](=[O:5])[C:2]([CH3:7])([CH3:6])[O:1][C:10]1=[O:11]. The yield is 0.460. (2) The reactants are [OH:1][C:2]([CH3:7])([CH3:6])[C:3](O)=[O:4].[F:8][C:9]1[CH:14]=[CH:13][CH:12]=[CH:11][C:10]=1[N:15]1[C:23]2[C:18](=[C:19]([N:24]3[CH2:31][C@@H:30]4[C@@H:26]([NH:27][CH2:28][CH2:29]4)[C:25]3=[O:32])[CH:20]=[CH:21][CH:22]=2)[CH:17]=[N:16]1.C(N(CC)CC)C.F[P-](F)(F)(F)(F)F.CN(C(N1C2C(=NC=CC=2)[N+]([O-])=N1)=[N+](C)C)C. The catalyst is C(#N)C.C(OCC)(=O)C. The product is [F:8][C:9]1[CH:14]=[CH:13][CH:12]=[CH:11][C:10]=1[N:15]1[C:23]2[C:18](=[C:19]([N:24]3[CH2:31][C@@H:30]4[C@@H:26]([N:27]([C:3](=[O:4])[C:2]([OH:1])([CH3:7])[CH3:6])[CH2:28][CH2:29]4)[C:25]3=[O:32])[CH:20]=[CH:21][CH:22]=2)[CH:17]=[N:16]1. The yield is 0.880. (3) The reactants are [F:1][C:2]1[CH:3]=[C:4]([CH:6]=[CH:7][C:8]=1[C:9]1[N:10]=[C:11]([N:20]2[CH2:25][CH2:24][O:23][CH2:22][C@@H:21]2[CH3:26])[C:12]2[CH2:18][CH2:17][N:16]([CH3:19])[CH2:15][C:13]=2[N:14]=1)[NH2:5].[CH2:27]([N:29]=[C:30]=[O:31])[CH3:28]. The product is [CH2:27]([NH:29][C:30]([NH:5][C:4]1[CH:6]=[CH:7][C:8]([C:9]2[N:10]=[C:11]([N:20]3[CH2:25][CH2:24][O:23][CH2:22][C@@H:21]3[CH3:26])[C:12]3[CH2:18][CH2:17][N:16]([CH3:19])[CH2:15][C:13]=3[N:14]=2)=[C:2]([F:1])[CH:3]=1)=[O:31])[CH3:28]. The yield is 0.0600. No catalyst specified.